This data is from Experimentally validated miRNA-target interactions with 360,000+ pairs, plus equal number of negative samples. The task is: Binary Classification. Given a miRNA mature sequence and a target amino acid sequence, predict their likelihood of interaction. (1) The miRNA is mmu-miR-30c-5p with sequence UGUAAACAUCCUACACUCUCAGC. The protein sequence of the target gene is MDFSRLHMYSPPQCVPENTGYTYALSSSYSSDALDFETEHKLDPVFDSPRMSRRSLRLATTACTLGDGEAVGADSGTSSAVSLKNRAARTTKQRRSTNKSAFSINHVSRQVTSSGVSHGGTVSLQDAVTRRPPVLDESWIREQTTVDHFWGLDDDGDLKGGNKAAIQGNGDVGAAAATAHNGFSCSNCSMLSERKDVLTAHPAAPGPVSRVYSRDRNQKCDDCKGKRHLDAHPGRAGTLWHIWACAGYFLLQILRRIGAVGQAVSRTAWSALWLAVVAPGKAASGVFWWLGIGWYQFVTL.... Result: 0 (no interaction). (2) The miRNA is hsa-miR-3606-3p with sequence AAAAUUUCUUUCACUACUUAG. The protein sequence of the target gene is MAAAGGAEGRRAALEAAAAAAPERGGGSCVLCCGDLEATALGRCDHPVCYRCSTKMRVLCEQRYCAVCREELRQVVFGKKLPAFATIPIHQLQHEKKYDIYFADGKVYALYRQLLQHECPRCPELPPFSLFGDLEQHMRRQHELFCCRLCLQHLQIFTYERKWYSRKDLARHRMQGDPDDTSHRGHPLCKFCDERYLDNDELLKHLRRDHYFCHFCDSDGAQDYYSDYAYLREHFREKHFLCEEGRCSTEQFTHAFRTEIDLKAHRTACHSRSRAEARQNRHIDLQFSYAPRHSRRNEGV.... Result: 1 (interaction). (3) The miRNA is hsa-miR-4728-5p with sequence UGGGAGGGGAGAGGCAGCAAGCA. The protein sequence of the target gene is METQKDEAAQAKGAAASGSTREQTAEKGAKNKAAEATEGPTSEPSSSGPGRLKKTAMKLFGGKKGICTLPSFFGGGRSKGSGKGSSKKGLSKSKTHDGLSEAAHGPEDVVSEGTGFSLPLPELPCQFPSSQSAHGALETGSRCKTSVAGATEKAVAEKFPSMPKPKKGLKGFFSSIRRHRKSKVTGAEQSEPGAKGPERVRARPHEHVSSAPQVPCFEETFQAPRKENANPQDAPGPKVSPTPEPSPPATEKMACKDPEKPMEACASAHVQPKPAPEASSLEEPHSPETGEKVVAGEVNP.... Result: 1 (interaction). (4) The miRNA is hsa-miR-7108-5p with sequence GUGUGGCCGGCAGGCGGGUGG. The protein sequence of the target gene is MLGKRKRVVLTIKDKLDIIKKLEEGISFKKLSVVYGIGESTVRDIKKNKERIINYANSSDPTSGVSKRKSMKSSTYEELDRVMIEWFNQQKTDGIPVSGTICAKQAKFFFDALGMEGDFNASSGWLTRFKQRHGIPKAAGKGTKLKGDETAAREFCGSFQEFVEKENLQPEQIYGADQTGLFWKCLPSRTLTLETDQSTSGCRSSRERIIIMCCANATGLHKLNLCVVGKAKKPRAFKGTDLSNLPVTYYSQKGAWIEQSVFRQWFEKYFVPQVQKHLKSKGLLEKAVLLLDFPPARPNE.... Result: 0 (no interaction). (5) The miRNA is hsa-miR-3606-5p with sequence UUAGUGAAGGCUAUUUUAAUU. The protein sequence of the target gene is MTPEFDEEVVFENSPLYQYLQDLGHTDFEICSSSSPKPEKCLTTEGPQPPPTRVLQRQGILLKLTETIKSWTFSSQHSKKDDLLHKLDTGFRLDSLHTILQQEVLLQEDVELLELLDASILSAGQPQQESGHLPTLCSLATPNTWDVSLLFAFISLLIMFPTCWIVSSWLVWGIILFLYLIIRVLKLWRTAKLQMTLKKYRVRLEDMAANSRAFTNLVRKSLRLIQETEVISRGFTLVSAACSFNKAAQHPGQHLIGLRKAVYRTVRANFQAARLATLYMLKNYPLNSESDNVTNYICVV.... Result: 0 (no interaction). (6) The miRNA is hsa-miR-924 with sequence AGAGUCUUGUGAUGUCUUGC. The protein sequence of the target gene is MAVSTGVKVPRNFRLLEELEEGQKGVGDGTVSWGLEDDEDMTLTRWTGMIIGPPRTNYENRIYSLKVECGPKYPEAPPSVRFVTKINMNGINNSSGMVDARSIPVLAKWQNSYSIKVVLQELRRLMMSKENMKLPQPPEGQTYNN. Result: 1 (interaction). (7) The miRNA is rno-miR-34a-3p with sequence AAUCAGCAAGUAUACUGCCCUA. The protein sequence of the target gene is MRGSPLIRLLATSFLCLLSMVCAQLCRTPCTCPWTPPQCPQGVPLVLDGCGCCKVCARRLTESCEHLHVCEPSQGLVCQPGAGPGGHGAVCLLDEDDGDCEVNGRRYLDGETFKPNCRVLCRCDDGGFTCLPLCSEDVTLPSWDCPRPKRIQVPGKCCPEWVCDQGVTPAIQRSAAQGHQLSALVTPASADAPWPNWSTAWGPCSTTCGLGIATRVSNQNRFCQLEIQRRLCLPRPCLAARSHSSWNSAF. Result: 0 (no interaction). (8) The miRNA is hsa-miR-16-5p with sequence UAGCAGCACGUAAAUAUUGGCG. The protein sequence of the target gene is MASGVGAAFEELPHDGTCDECEPDEAPGAEEVCRECGFCYCRRHAEAHRQKFLSHHLAEYVHGSQAWTPPADGEGAGKEEAEVKVEQEREIESEAGEESESEEESESEEESETEEESEDESDEESEEDSEEEMEDEQESEAEEDNQEEGESEAEGETEAESEFDPEIEMEAERVAKRKCPDHGLDLSTYCQEDRQLICVLCPVIGAHQGHQLSTLDEAFEELRSKDSGGLKAAMIELVERLKFKSSDPKVTRDQMKMFIQQEFKKVQKVIADEEQKALHLVDIQEAMATAHVTEILADIQ.... Result: 1 (interaction). (9) The miRNA is hsa-miR-6773-5p with sequence UUGGGCCCAGGAGUAAACAGGAU. The protein sequence of the target gene is MAETLEFNDVYQEVKGSMNDGRLRLSRQGIIFKNSKTGKVDNIQAGELTEGIWRRVALGHGLKLLTKNGHVYKYDGFRESEFEKLSDFFKTHYRLELMEKDLCVKGWNWGTVKFGGQLLSFDIGDQPVFEIPLSNVSQCTTGKNEVTLEFHQNDDAEVSLMEVRFYVPPTQEDGVDPVEAFAQNVLSKADVIQATGDAICIFRELQCLTPRGRYDIRIYPTFLHLHGKTFDYKIPYTTVLRLFLLPHKDQRQMFFVISLDPPIKQGQTRYHFLILLFSKDEDISLTLNMNEEEVEKRFEG.... Result: 0 (no interaction).